Dataset: Reaction yield outcomes from USPTO patents with 853,638 reactions. Task: Predict the reaction yield, written as a fraction of the theoretical maximum amount of product (1.0 means a 100% yield; for example, 0.34 means a 34% yield). (1) The yield is 0.850. The product is [CH2:26]([O:24][C:23](=[O:25])[CH2:22][CH2:21][C:10]1[CH:9]=[C:8]([C:5]2[CH:4]=[CH:3][C:2]([Cl:1])=[CH:7][CH:6]=2)[N:12]([C:13]2[CH:18]=[CH:17][C:16]([O:19][CH3:20])=[CH:15][CH:14]=2)[N:11]=1)[CH3:27]. The reactants are [Cl:1][C:2]1[CH:7]=[CH:6][C:5]([C:8]2[N:12]([C:13]3[CH:18]=[CH:17][C:16]([O:19][CH3:20])=[CH:15][CH:14]=3)[N:11]=[C:10]([CH2:21][CH2:22][C:23]([OH:25])=[O:24])[CH:9]=2)=[CH:4][CH:3]=1.[CH2:26](O)[CH3:27].OS(O)(=O)=O.CCCCCC. The catalyst is CO.C(OC(=O)C)C. (2) The reactants are Cl.[C:2]([C:6]1[CH:11]=[CH:10][C:9]([NH:12][NH2:13])=[CH:8][CH:7]=1)([CH3:5])([CH3:4])[CH3:3].[CH3:14][C:15]([CH3:22])([CH3:21])[C:16](=O)[CH2:17][C:18]#[N:19]. No catalyst specified. The product is [C:15]([C:16]1[CH:17]=[C:18]([NH2:19])[N:12]([C:9]2[CH:8]=[CH:7][C:6]([C:2]([CH3:5])([CH3:3])[CH3:4])=[CH:11][CH:10]=2)[N:13]=1)([CH3:22])([CH3:21])[CH3:14]. The yield is 0.510.